This data is from Reaction yield outcomes from USPTO patents with 853,638 reactions. The task is: Predict the reaction yield, written as a fraction of the theoretical maximum amount of product (1.0 means a 100% yield; for example, 0.34 means a 34% yield). The reactants are [BrH:1].[Cl:2][C:3]1[C:4]([N:9]2[CH:13]([C:14]([O:16][CH2:17][CH3:18])=[O:15])[CH2:12][C:11](OS(C3C=CC(C)=CC=3)(=O)=O)=[N:10]2)=[N:5][CH:6]=[CH:7][CH:8]=1. The catalyst is BrCBr. The product is [Br:1][C:11]1[CH2:12][CH:13]([C:14]([O:16][CH2:17][CH3:18])=[O:15])[N:9]([C:4]2[C:3]([Cl:2])=[CH:8][CH:7]=[CH:6][N:5]=2)[N:10]=1. The yield is 1.00.